This data is from Peptide-MHC class II binding affinity with 134,281 pairs from IEDB. The task is: Regression. Given a peptide amino acid sequence and an MHC pseudo amino acid sequence, predict their binding affinity value. This is MHC class II binding data. The peptide sequence is AAGAATTAAGAASGA. The MHC is DRB1_1602 with pseudo-sequence DRB1_1602. The binding affinity (normalized) is 0.215.